The task is: Predict the reaction yield, written as a fraction of the theoretical maximum amount of product (1.0 means a 100% yield; for example, 0.34 means a 34% yield).. This data is from Reaction yield outcomes from USPTO patents with 853,638 reactions. (1) The reactants are [CH3:1][O:2][N:3]([CH3:18])[C:4]1[N:9]=[C:8]([NH:10][CH2:11][CH2:12][CH3:13])[N:7]=[C:6]([NH:14][CH2:15][C:16]#[CH:17])[N:5]=1.[C:19]([OH:26])(=[O:25])/[CH:20]=[CH:21]\[C:22]([OH:24])=[O:23].CON(C)C1N=C(NCCC)N=C(NCC(Cl)=C)N=1.CON(C)C1N=C(NCCC)N=C(N(C)C)N=1. The catalyst is C(C(C)=O)C. The product is [C:19]([OH:26])(=[O:25])/[CH:20]=[CH:21]\[C:22]([OH:24])=[O:23].[CH3:1][O:2][N:3]([CH3:18])[C:4]1[N:5]=[C:6]([NH:14][CH2:15][CH2:16][CH3:17])[N:7]=[C:8]([NH:10][CH2:11][C:12]#[CH:13])[N:9]=1. The yield is 0.770. (2) The reactants are [NH2:1][C:2]1[N:6]([C:7]2[CH:12]=[CH:11][CH:10]=[CH:9][CH:8]=2)[N:5]=[C:4]([C:13]([CH3:20])([CH3:19])[C:14](OCC)=[O:15])[CH:3]=1.[H-].[H-].[H-].[H-].[Li+].[Al+3]. The catalyst is C1COCC1. The product is [NH2:1][C:2]1[N:6]([C:7]2[CH:12]=[CH:11][CH:10]=[CH:9][CH:8]=2)[N:5]=[C:4]([C:13]([CH3:20])([CH3:19])[CH2:14][OH:15])[CH:3]=1. The yield is 1.05. (3) The reactants are C(=O)(OCC)[O:2][C:3]1[CH:8]=[C:7]([N+:9]([O-:11])=[O:10])[C:6]([CH3:12])=[CH:5][C:4]=1[CH:13]1[CH:20]2[CH2:21][CH:16]3[CH2:17][CH:18]([CH2:22][CH:14]1[CH2:15]3)[CH2:19]2.N1CCCCC1. The catalyst is C(Cl)Cl. The product is [CH:14]12[CH2:15][CH:16]3[CH2:17][CH:18]([CH2:19][CH:20]([CH2:21]3)[CH:13]1[C:4]1[CH:5]=[C:6]([CH3:12])[C:7]([N+:9]([O-:11])=[O:10])=[CH:8][C:3]=1[OH:2])[CH2:22]2. The yield is 0.770. (4) The yield is 0.730. The catalyst is C1C=CC(C2C=CC=CC=2)=CC=1.C1C=CC(OC2C=CC=CC=2)=CC=1. The product is [CH2:9]([O:8][C:6]([C:5]1[C:4](=[O:21])[C:14]2[C:13](=[CH:18][CH:17]=[C:16]([O:19][CH3:20])[N:15]=2)[NH:12][CH:11]=1)=[O:7])[CH3:10]. The reactants are C(O[C:4](=[O:21])[C:5](=[CH:11][NH:12][C:13]1[CH:14]=[N:15][C:16]([O:19][CH3:20])=[CH:17][CH:18]=1)[C:6]([O:8][CH2:9][CH3:10])=[O:7])C. (5) The reactants are [CH3:1]/[C:2](=[CH:19]\[C:20]1[CH:25]=[CH:24][CH:23]=[CH:22][CH:21]=1)/[CH2:3][NH:4][CH2:5][CH:6]1[CH2:11][CH2:10][N:9]([C:12]([O:14][C:15]([CH3:18])([CH3:17])[CH3:16])=[O:13])[CH2:8][CH2:7]1.C(N(CC)CC)C.[CH:33]1([C:39](Cl)=[O:40])[CH2:38][CH2:37][CH2:36][CH2:35][CH2:34]1.O. The catalyst is ClCCl.CCCCCC.C(OCC)(=O)C. The product is [CH:33]1([C:39]([N:4]([CH2:5][CH:6]2[CH2:7][CH2:8][N:9]([C:12]([O:14][C:15]([CH3:16])([CH3:17])[CH3:18])=[O:13])[CH2:10][CH2:11]2)[CH2:3]/[C:2](/[CH3:1])=[CH:19]/[C:20]2[CH:25]=[CH:24][CH:23]=[CH:22][CH:21]=2)=[O:40])[CH2:38][CH2:37][CH2:36][CH2:35][CH2:34]1. The yield is 0.880. (6) The catalyst is COCCOC.C1C=CC([P]([Pd]([P](C2C=CC=CC=2)(C2C=CC=CC=2)C2C=CC=CC=2)([P](C2C=CC=CC=2)(C2C=CC=CC=2)C2C=CC=CC=2)[P](C2C=CC=CC=2)(C2C=CC=CC=2)C2C=CC=CC=2)(C2C=CC=CC=2)C2C=CC=CC=2)=CC=1. The yield is 0.220. The reactants are [C:1]([O:5][C:6]([N:8]1[CH2:12][CH2:11][CH2:10][CH:9]1C1NC(C2C=CC(C3C4C(=C(B5OC(C)(C)C(C)(C)O5)C=CC=4)C=CC=3)=CC=2)=CN=1)=[O:7])([CH3:4])([CH3:3])[CH3:2].C(OC(N1CCCC1C1NC(Br)=CN=1)=O)(C)(C)C.C([O-])([O-])=O.[K+].[K+]. The product is [C:1]([O:5][C:6]([N:8]1[CH2:12][CH2:11][CH2:10][CH2:9]1)=[O:7])([CH3:4])([CH3:2])[CH3:3]. (7) The reactants are [N-:1]=[N+:2]=[N-:3].[Na+].FC(F)(F)S(O[CH2:11][C:12]1([C:18]([O:20][CH2:21][CH3:22])=[O:19])[CH2:17][CH2:16][CH2:15][CH2:14][O:13]1)(=O)=O.CN(C=O)C. The catalyst is O. The product is [N:1]([CH2:11][C:12]1([C:18]([O:20][CH2:21][CH3:22])=[O:19])[CH2:17][CH2:16][CH2:15][CH2:14][O:13]1)=[N+:2]=[N-:3]. The yield is 0.700. (8) The product is [ClH:19].[ClH:19].[CH:1]([C:4]1[C:9]([CH2:10][NH2:11])=[CH:8][N:7]=[CH:6][N:5]=1)([CH3:3])[CH3:2]. The yield is 0.950. The reactants are [CH:1]([C:4]1[C:9]([CH2:10][NH:11]C(=O)OC(C)(C)C)=[CH:8][N:7]=[CH:6][N:5]=1)([CH3:3])[CH3:2].[ClH:19]. The catalyst is C(Cl)Cl. (9) The reactants are [Cl:1][C:2]1[S:6][C:5]([S:7]([NH:10][C@H:11]([CH:19]([OH:21])[CH3:20])[C@H:12]([CH3:18])[CH2:13][C:14]([F:17])([F:16])[F:15])(=[O:9])=[O:8])=[CH:4][CH:3]=1.CC(OI1(OC(C)=O)(OC(C)=O)OC(=O)C2C=CC=CC1=2)=O.S([O-])([O-])(=O)=S.[Na+].[Na+]. The catalyst is C(Cl)Cl.CCOCC.C(=O)(O)[O-].[Na+].O.CCOC(C)=O.CCCCCC. The product is [C:19]([C@@H:11]([NH:10][S:7]([C:5]1[S:6][C:2]([Cl:1])=[CH:3][CH:4]=1)(=[O:9])=[O:8])[C@H:12]([CH3:18])[CH2:13][C:14]([F:17])([F:16])[F:15])(=[O:21])[CH3:20]. The yield is 0.731. (10) The reactants are Cl[C:2]1[C:3]2[O:10][C:9]3[CH:11]=[CH:12][CH:13]=[CH:14][C:8]=3[C:4]=2[N:5]=[CH:6][N:7]=1.[CH3:15][C:16]1[CH:17]=[C:18](B(O)O)[CH:19]=[C:20]([CH3:22])[CH:21]=1.C(=O)([O-])[O-].[Na+].[Na+]. The catalyst is C1C=CC(P(C2C=CC=CC=2)C2C=CC=CC=2)=CC=1.C1C=CC(P(C2C=CC=CC=2)C2C=CC=CC=2)=CC=1.Cl[Pd]Cl.ClCCl.O.C(#N)C. The product is [CH3:15][C:16]1[CH:17]=[C:18]([C:2]2[C:3]3[O:10][C:9]4[CH:11]=[CH:12][CH:13]=[CH:14][C:8]=4[C:4]=3[N:5]=[CH:6][N:7]=2)[CH:19]=[C:20]([CH3:22])[CH:21]=1. The yield is 0.740.